From a dataset of Forward reaction prediction with 1.9M reactions from USPTO patents (1976-2016). Predict the product of the given reaction. (1) Given the reactants [NH:1]1[CH2:6][CH2:5][NH:4][CH2:3][CH:2]1[C:7]([O:9][CH2:10][CH3:11])=[O:8].[Cl:12][C:13]1[CH:14]=[C:15]([N:20]=[C:21]=[O:22])[CH:16]=[C:17]([Cl:19])[CH:18]=1, predict the reaction product. The product is: [Cl:12][C:13]1[CH:14]=[C:15]([CH:16]=[C:17]([Cl:19])[CH:18]=1)[NH:20][C:21]([N:4]1[CH2:5][CH2:6][NH:1][CH:2]([C:7]([O:9][CH2:10][CH3:11])=[O:8])[CH2:3]1)=[O:22]. (2) Given the reactants OC1C2C(=O)C(OC)=CC(=O)C=2C(O)=C2C(=O)[C@]3(C4C(O)=C5C(C=C(/C=N/O[C@@H]6O[C@H](CO)[C@@H](O)[C@H](O)[C@H]6O)NC5=O)=CC=4CC3)C(=O)C=12.[CH3:50]/[CH:51]=[CH:52]/[CH:53]=[CH:54]/[C:55]1[NH:65][C:63](=[O:64])[C:62]2[C:57](=[CH:58][C:59]3[CH2:69][CH2:68][C:67]4([C:78](=[O:79])[C:77]5[C:72](=[C:73]([OH:89])[C:74]6[C:85](=[O:86])[CH:84]=[C:83](OC)[C:81](=[O:82])[C:75]=6[C:76]=5[OH:80])[C:70]4=[O:71])[C:60]=3[C:61]=2[OH:66])[CH:56]=1.[NH2:90][CH2:91][CH:92]1[CH2:97][CH2:96][NH:95][CH2:94][CH2:93]1, predict the reaction product. The product is: [OH:80][C:76]1[C:75]2[C:81](=[O:82])[C:83]([NH:90][CH2:91][CH:92]3[CH2:97][CH2:96][NH:95][CH2:94][CH2:93]3)=[CH:84][C:85](=[O:86])[C:74]=2[C:73]([OH:89])=[C:72]2[C:70](=[O:71])[C@:67]3([C:60]4[C:61]([OH:66])=[C:62]5[C:57]([CH:56]=[C:55](/[CH:54]=[CH:53]/[CH:52]=[CH:51]/[CH3:50])[NH:65][C:63]5=[O:64])=[CH:58][C:59]=4[CH2:69][CH2:68]3)[C:78](=[O:79])[C:77]=12.